The task is: Predict the reactants needed to synthesize the given product.. This data is from Full USPTO retrosynthesis dataset with 1.9M reactions from patents (1976-2016). Given the product [C:21]([N:17]1[C:16]2[C:15](=[CH:14][C:13]([O:12][C:9]3[CH:10]=[CH:11][C:6]([CH:2]4[O:3][CH2:4][CH2:5][O:1]4)=[CH:7][CH:8]=3)=[CH:19][CH:18]=2)[CH:20]=[N:39]1)(=[O:24])[CH3:22], predict the reactants needed to synthesize it. The reactants are: [O:1]1[CH2:5][CH2:4][O:3][CH:2]1[C:6]1[CH:11]=[CH:10][C:9]([O:12][C:13]2[CH:19]=[CH:18][C:16]([NH2:17])=[C:15]([CH3:20])[CH:14]=2)=[CH:8][CH:7]=1.[C:21]([O-:24])(=O)[CH3:22].[K+].C(OC(=O)C)(=O)C.C(O[N:39]=O)CC(C)C.C1OCCOCCOCCOCCOCCOC1.C([O-])(O)=O.[Na+].